Dataset: Retrosynthesis with 50K atom-mapped reactions and 10 reaction types from USPTO. Task: Predict the reactants needed to synthesize the given product. (1) Given the product O=C1CN(c2ccc(-n3cc(-c4ccc(Cl)cc4Cl)nc3Cc3ccc(-c4ccc(Cl)nc4)cc3)cc2)S(=O)(=O)N1, predict the reactants needed to synthesize it. The reactants are: O=C1CN(c2ccc(-n3cc(-c4ccc(Cl)cc4Cl)nc3Cc3ccc(Br)cc3)cc2)S(=O)(=O)N1.OB(O)c1ccc(Cl)nc1. (2) Given the product CSC(c1ccc(C(F)(F)F)cc1CN(Cc1cc(C(F)(F)F)cc(C(F)(F)F)c1)c1nnn(C)n1)C1CCCCC1, predict the reactants needed to synthesize it. The reactants are: C[S-].Cn1nnc(N(Cc2cc(C(F)(F)F)cc(C(F)(F)F)c2)Cc2cc(C(F)(F)F)ccc2C(Br)C2CCCCC2)n1. (3) Given the product COc1ccc(OC(=O)CN2CCN(Cc3cc(OC)c(OC)c(OC)c3)CC2)cc1, predict the reactants needed to synthesize it. The reactants are: COc1cc(CN2CCNCC2)cc(OC)c1OC.COc1ccc(OC(=O)CCl)cc1.